This data is from Reaction yield outcomes from USPTO patents with 853,638 reactions. The task is: Predict the reaction yield, written as a fraction of the theoretical maximum amount of product (1.0 means a 100% yield; for example, 0.34 means a 34% yield). (1) The reactants are F[C:2]1[CH:7]=[CH:6][C:5]([CH3:8])=[CH:4][C:3]=1[N+:9]([O-:11])=[O:10].[C:12]([NH:19][CH:20]1[CH2:25][CH2:24][NH:23][CH2:22][CH2:21]1)([O:14][C:15]([CH3:18])([CH3:17])[CH3:16])=[O:13]. No catalyst specified. The product is [CH3:8][C:5]1[CH:6]=[CH:7][C:2]([N:23]2[CH2:22][CH2:21][CH:20]([NH:19][C:12](=[O:13])[O:14][C:15]([CH3:17])([CH3:16])[CH3:18])[CH2:25][CH2:24]2)=[C:3]([N+:9]([O-:11])=[O:10])[CH:4]=1. The yield is 0.870. (2) The product is [Br:1][C:2]1[CH:3]=[C:4]2[C:8](=[CH:9][CH:10]=1)[C@@H:7]([N:11]1[C:15]3=[N:16][C:17]([CH2:21][C:22]([NH:24][NH:25][C:37](=[O:40])[CH2:38][CH3:39])=[O:23])=[CH:18][C:19]([CH3:20])=[C:14]3[N:13]=[C:12]1[CH2:26][CH3:27])[CH2:6][CH2:5]2. The reactants are [Br:1][C:2]1[CH:3]=[C:4]2[C:8](=[CH:9][CH:10]=1)[C@@H:7]([N:11]1[C:15]3=[N:16][C:17]([CH2:21][C:22]([NH:24][NH2:25])=[O:23])=[CH:18][C:19]([CH3:20])=[C:14]3[N:13]=[C:12]1[CH2:26][CH3:27])[CH2:6][CH2:5]2.CCN(C(C)C)C(C)C.[C:37](Cl)(=[O:40])[CH2:38][CH3:39]. The catalyst is C(Cl)Cl. The yield is 0.960. (3) The product is [C:1]([O:5][C:6]([N:8]([CH2:26][C:27]([O:29][C:30]([CH3:32])([CH3:33])[CH3:31])=[O:28])[C:9]1[CH:14]=[CH:13][CH:12]=[C:11]([C:15]([S:45]([C:48]2[CH:49]=[N:50][CH:51]=[CH:52][CH:53]=2)(=[O:47])=[O:46])([CH2:65][C:64]2[CH:67]=[CH:68][C:61]([C:57]3[S:56][CH:60]=[CH:59][N:58]=3)=[CH:62][CH:63]=2)[NH2:16])[N:10]=1)=[O:7])([CH3:4])([CH3:3])[CH3:2]. The reactants are [C:1]([O:5][C:6]([N:8]([CH2:26][C:27]([O:29][C:30]([CH3:33])([CH3:32])[CH3:31])=[O:28])[C:9]1[CH:14]=[CH:13][CH:12]=[C:11]([CH2:15][NH:16]S(C2C=NC=CC=2)(=O)=O)[N:10]=1)=[O:7])([CH3:4])([CH3:3])[CH3:2].S1C=CN=C1C1C=CC(CN[S:45]([C:48]2[CH:49]=[N:50][CH:51]=[CH:52][CH:53]=2)(=[O:47])=[O:46])=CC=1.[S:56]1[CH:60]=[CH:59][N:58]=[C:57]1[C:61]1[CH:68]=[CH:67][C:64]([CH2:65]O)=[CH:63][CH:62]=1.C(OC(N(CC(OC(C)(C)C)=O)C1C=CC=C(CO)N=1)=O)(C)(C)C. No catalyst specified. The yield is 0.850. (4) The product is [C:9](=[O:15])=[O:10].[Cl:8][C:55]1[N:54]=[C:53]([C@@H:56]2[CH2:60][C@H:59]([CH3:61])[CH2:58][N:57]2[C:62](=[O:63])[C@@H:64]([NH:68][C:69]([O:70][CH3:71])=[O:72])[CH:65]([CH3:66])[CH3:67])[NH:52][C:51]=1[C:48]1[CH:47]=[CH:46][C:45]([C:40]2[CH:41]=[C:42]3[C:37](=[CH:38][CH:39]=2)[CH:36]=[C:35]([C:33]2[N:34]=[C:30]([C@@H:25]4[CH2:26][C@H:27]([CH3:29])[CH2:28][N:24]4[C:22]([C@@H:21]([NH:20][C:18](=[O:19])[O:17][CH3:16])[CH:73]([CH3:75])[CH3:74])=[O:23])[NH:31][CH:32]=2)[CH:44]=[CH:43]3)=[CH:50][CH:49]=1. The yield is 0.850. The catalyst is CN(C=O)C. The reactants are C1C(=O)N([Cl:8])C(=O)C1.[C:9]([OH:15])(C(F)(F)F)=[O:10].[CH3:16][O:17][C:18]([NH:20][C@@H:21]([CH:73]([CH3:75])[CH3:74])[C:22]([N:24]1[CH2:28][C@@H:27]([CH3:29])[CH2:26][C@H:25]1[C:30]1[NH:31][CH:32]=[C:33]([C:35]2[CH:36]=[C:37]3[C:42](=[CH:43][CH:44]=2)[CH:41]=[C:40]([C:45]2[CH:50]=[CH:49][C:48]([C:51]4[N:52]=[C:53]([C@@H:56]5[CH2:60][C@H:59]([CH3:61])[CH2:58][N:57]5[C:62]([C@@H:64]([NH:68][C:69](=[O:72])[O:70][CH3:71])[CH:65]([CH3:67])[CH3:66])=[O:63])[NH:54][CH:55]=4)=[CH:47][CH:46]=2)[CH:39]=[CH:38]3)[N:34]=1)=[O:23])=[O:19]. (5) The reactants are [CH3:1][C:2]([C@H:4]1[C@@H:8]2[C@@H:9]3[C@@:22]([CH3:25])([CH2:23][CH2:24][C@@:7]2([C:31]([OH:33])=[O:32])[CH2:6][CH2:5]1)[C@@:21]1([CH3:26])[C@@H:12]([C@:13]2([CH3:30])[C@@H:18]([CH2:19][CH2:20]1)[C:17]([CH3:28])([CH3:27])[C@@H:16]([OH:29])[CH2:15][CH2:14]2)[CH2:11][CH2:10]3)=[CH2:3].C(Cl)(Cl)Cl.[CH3:38][OH:39]. No catalyst specified. The product is [CH3:3][C:2]([C@H:4]1[C@@H:8]2[C@@H:9]3[C@@:22]([CH3:25])([CH2:23][CH2:24][C@@:7]2([C:31]([OH:33])=[O:32])[CH2:6][CH2:5]1)[C@@:21]1([CH3:26])[C@@H:12]([C@:13]2([CH3:30])[C@@H:18]([CH2:19][CH2:20]1)[C:17]([CH3:27])([CH3:28])[C@@H:16]([O:29][C:38]([CH2:6][C:7]([C:31]([OH:33])=[O:32])([CH3:24])[CH3:8])=[O:39])[CH2:15][CH2:14]2)[CH2:11][CH2:10]3)=[CH2:1]. The yield is 0.700. (6) The reactants are [CH2:1]([NH2:9])[CH2:2][CH2:3][CH2:4][CH2:5][CH2:6][CH2:7][CH3:8].[CH2:10]1[CH2:17][O:16][S:13](=[O:15])(=[O:14])[CH2:12][CH2:11]1.CC(C)=O. The catalyst is O1CCCC1.CCO. The product is [CH2:1]([NH:9][CH2:17][CH2:10][CH2:11][CH2:12][S:13]([OH:16])(=[O:15])=[O:14])[CH2:2][CH2:3][CH2:4][CH2:5][CH2:6][CH2:7][CH3:8]. The yield is 0.310. (7) The reactants are Cl.[CH2:2]([O:4][C:5](=[O:9])[CH2:6][NH:7][CH3:8])[CH3:3].C(N(CC)CC)C.[CH3:17][C:18]1([CH3:28])[O:22]/[C:21](=[CH:23]\[C:24](Cl)=[O:25])/[C:20](=[O:27])[O:19]1. The catalyst is ClCCl. The product is [CH2:2]([O:4][C:5](=[O:9])[CH2:6][N:7]([C:24](=[O:25])/[CH:23]=[C:21]1\[O:22][C:18]([CH3:17])([CH3:28])[O:19][C:20]\1=[O:27])[CH3:8])[CH3:3]. The yield is 0.450. (8) The reactants are [F:1][C:2]1[C:18]([C:19]#[C:20][C:21]([C:24]2[CH:28]=[C:27]([CH:29]=O)[O:26][N:25]=2)([OH:23])[CH3:22])=[CH:17][C:5]2[C:6]3[N:7]([CH:11]=[C:12]([C:14]([NH2:16])=[O:15])[N:13]=3)[CH2:8][CH2:9][O:10][C:4]=2[CH:3]=1.Cl.NO.C([N:36](CC)CC)C.CCN(CC)CC.CC(O)=O. The catalyst is CN(C)C=O.C(Cl)Cl. The product is [C:29]([C:27]1[O:26][N:25]=[C:24]([C:21]([OH:23])([CH3:22])[C:20]#[C:19][C:18]2[C:2]([F:1])=[CH:3][C:4]3[O:10][CH2:9][CH2:8][N:7]4[CH:11]=[C:12]([C:14]([NH2:16])=[O:15])[N:13]=[C:6]4[C:5]=3[CH:17]=2)[CH:28]=1)#[N:36]. The yield is 0.0600. (9) The reactants are C[Si]([N-][Si](C)(C)C)(C)C.[Na+].[C:11](#[N:13])[CH3:12].[CH2:14]([O:21][C:22]1[CH:27]=[CH:26][C:25]([CH2:28][C@H:29]([N:40]([CH2:48][C:49]2[CH:54]=[CH:53][CH:52]=[CH:51][CH:50]=2)[CH2:41][C:42]2[CH:47]=[CH:46][CH:45]=[CH:44][CH:43]=2)[C:30](OCC2C=CC=CC=2)=[O:31])=[CH:24][CH:23]=1)[C:15]1[CH:20]=[CH:19][CH:18]=[CH:17][CH:16]=1.[NH4+].[Cl-]. The catalyst is C1COCC1.O. The product is [CH2:14]([O:21][C:22]1[CH:27]=[CH:26][C:25]([CH2:28][C@H:29]([N:40]([CH2:41][C:42]2[CH:47]=[CH:46][CH:45]=[CH:44][CH:43]=2)[CH2:48][C:49]2[CH:50]=[CH:51][CH:52]=[CH:53][CH:54]=2)[C:30](=[O:31])[CH2:12][C:11]#[N:13])=[CH:24][CH:23]=1)[C:15]1[CH:16]=[CH:17][CH:18]=[CH:19][CH:20]=1. The yield is 0.360.